From a dataset of Full USPTO retrosynthesis dataset with 1.9M reactions from patents (1976-2016). Predict the reactants needed to synthesize the given product. (1) Given the product [NH2:14][C:15]1[CH:20]=[CH:19][C:18]([C:21]2([C:28]#[N:29])[CH2:26][CH2:25][N:24]([CH3:27])[CH2:23][CH2:22]2)=[CH:17][CH:16]=1, predict the reactants needed to synthesize it. The reactants are: C(=[N:14][C:15]1[CH:20]=[CH:19][C:18]([C:21]2([C:28]#[N:29])[CH2:26][CH2:25][N:24]([CH3:27])[CH2:23][CH2:22]2)=[CH:17][CH:16]=1)(C1C=CC=CC=1)C1C=CC=CC=1.C([O-])(=O)C.[Na+].Cl.NO. (2) Given the product [CH2:19]([Sn:14]([CH2:10][CH2:11][CH2:12][CH3:13])([CH2:15][CH2:16][CH2:17][CH3:18])[C:5](=[CH2:6])[CH2:4][CH2:3][CH2:2][C:1]([O:8][CH3:9])=[O:7])[CH2:20][CH2:21][CH3:22], predict the reactants needed to synthesize it. The reactants are: [C:1]([O:8][CH3:9])(=[O:7])[CH2:2][CH2:3][CH2:4][C:5]#[CH:6].[CH2:10]([SnH:14]([CH2:19][CH2:20][CH2:21][CH3:22])[CH2:15][CH2:16][CH2:17][CH3:18])[CH2:11][CH2:12][CH3:13]. (3) Given the product [Cl:21][C:19]1[CH:20]=[C:15]([NH2:14])[CH:16]=[C:17]([Cl:25])[C:18]=1[O:22][CH2:23][CH3:24], predict the reactants needed to synthesize it. The reactants are: FC(F)(F)C(O)=O.C(OC(=O)[NH:14][C:15]1[CH:20]=[C:19]([Cl:21])[C:18]([O:22][CH2:23][CH3:24])=[C:17]([Cl:25])[CH:16]=1)(C)(C)C.C(=O)([O-])[O-].[K+].[K+]. (4) Given the product [CH3:40][O:41][C:22](=[O:31])[CH:23]([N:16]1[C:17](=[O:20])[CH2:18][CH2:19][N:13]([C:11](=[O:12])/[CH:10]=[CH:9]/[C:4]2[CH:5]=[CH:6][C:7]([Cl:8])=[C:2]([Cl:1])[CH:3]=2)[CH2:14][CH2:15]1)[CH2:24][CH2:25][CH2:26][Br:27], predict the reactants needed to synthesize it. The reactants are: [Cl:1][C:2]1[CH:3]=[C:4](/[CH:9]=[CH:10]/[C:11]([N:13]2[CH2:19][CH2:18][C:17](=[O:20])[NH:16][CH2:15][CH2:14]2)=[O:12])[CH:5]=[CH:6][C:7]=1[Cl:8].C[CH2:22][CH:23](Br)[CH2:24][CH2:25][CH2:26][Br:27].[H-].[Na+].[OH:31]S([O-])(=O)=O.[K+].CN([CH:40]=[O:41])C.